From a dataset of TCR-epitope binding with 47,182 pairs between 192 epitopes and 23,139 TCRs. Binary Classification. Given a T-cell receptor sequence (or CDR3 region) and an epitope sequence, predict whether binding occurs between them. (1) The epitope is AVFDRKSDAK. The TCR CDR3 sequence is CASSRASRQGSTDTQYF. Result: 1 (the TCR binds to the epitope). (2) The epitope is AIMTRCLAV. The TCR CDR3 sequence is CASSLSTGIQPQHF. Result: 0 (the TCR does not bind to the epitope). (3) The epitope is YEGNSPFHPL. The TCR CDR3 sequence is CASSQGPQRGAYEQYF. Result: 0 (the TCR does not bind to the epitope).